This data is from Full USPTO retrosynthesis dataset with 1.9M reactions from patents (1976-2016). The task is: Predict the reactants needed to synthesize the given product. The reactants are: [C:1]([O:5][C:6](=[O:21])[NH:7][C:8]1[CH:13]=[C:12]([N:14]2[CH2:18][CH2:17][CH2:16][CH2:15]2)[C:11]([F:19])=[CH:10][C:9]=1[NH2:20])([CH3:4])([CH3:3])[CH3:2].C([O:26][C:27](=O)[CH2:28][C:29](=[O:49])[C:30]1[CH:35]=[CH:34][CH:33]=[C:32]([N:36]2[C:40]([CH2:41][O:42][CH:43]3[CH2:48][CH2:47][CH2:46][CH2:45][O:44]3)=[CH:39][N:38]=[N:37]2)[CH:31]=1)(C)(C)C. Given the product [C:1]([O:5][C:6](=[O:21])[NH:7][C:8]1[CH:13]=[C:12]([N:14]2[CH2:18][CH2:17][CH2:16][CH2:15]2)[C:11]([F:19])=[CH:10][C:9]=1[NH:20][C:27](=[O:26])[CH2:28][C:29](=[O:49])[C:30]1[CH:35]=[CH:34][CH:33]=[C:32]([N:36]2[C:40]([CH2:41][O:42][CH:43]3[CH2:48][CH2:47][CH2:46][CH2:45][O:44]3)=[CH:39][N:38]=[N:37]2)[CH:31]=1)([CH3:4])([CH3:2])[CH3:3], predict the reactants needed to synthesize it.